Dataset: Full USPTO retrosynthesis dataset with 1.9M reactions from patents (1976-2016). Task: Predict the reactants needed to synthesize the given product. (1) Given the product [F:1][C:2]1[CH:3]=[C:4]([CH:15]=[CH:16][CH:17]=1)[CH2:5][O:6][C:7]1[CH:14]=[CH:13][C:10]([CH2:11][NH:19][C@@H:20]([CH3:21])[C:22]([NH2:24])=[O:23])=[CH:9][CH:8]=1, predict the reactants needed to synthesize it. The reactants are: [F:1][C:2]1[CH:3]=[C:4]([CH:15]=[CH:16][CH:17]=1)[CH2:5][O:6][C:7]1[CH:14]=[CH:13][C:10]([CH:11]=O)=[CH:9][CH:8]=1.Cl.[NH2:19][C@H:20]([C:22]([NH2:24])=[O:23])[CH3:21].[BH3-]C#N.[Na+]. (2) Given the product [NH2:22][CH:4]([C:3]1[CH:6]=[C:7]([F:10])[CH:8]=[CH:9][C:2]=1[F:1])[CH2:12][C:11]([OH:17])=[O:16], predict the reactants needed to synthesize it. The reactants are: [F:1][C:2]1[CH:9]=[CH:8][C:7]([F:10])=[CH:6][C:3]=1[CH:4]=O.[C:11]([OH:17])(=[O:16])[CH2:12]C(O)=O.C([O-])(=O)C.[NH4+:22]. (3) The reactants are: Cl[C:2]1[CH:3]=[CH:4][N:5]=[C:6]2[C:11]=1[N:10]=[C:9]([C:12]1[CH:13]=[C:14]([S:18]([NH:21][C:22]3[CH:27]=[CH:26][C:25]([F:28])=[CH:24][C:23]=3[F:29])(=[O:20])=[O:19])[CH:15]=[N:16][CH:17]=1)[CH:8]=[CH:7]2.C([Sn](CCCC)(CCCC)[C:35]1[O:36][CH:37]=[CH:38][CH:39]=1)CCC. Given the product [F:29][C:23]1[CH:24]=[C:25]([F:28])[CH:26]=[CH:27][C:22]=1[NH:21][S:18]([C:14]1[CH:15]=[N:16][CH:17]=[C:12]([C:9]2[CH:8]=[CH:7][C:6]3[C:11](=[C:2]([C:35]4[O:36][CH:37]=[CH:38][CH:39]=4)[CH:3]=[CH:4][N:5]=3)[N:10]=2)[CH:13]=1)(=[O:20])=[O:19], predict the reactants needed to synthesize it. (4) Given the product [Cl:14][C:15]1[CH:20]=[CH:19][C:18]([CH2:21][C:22]([N:11]2[CH2:12][CH2:13][CH:8]([O:7][CH2:6][CH2:5][CH2:4][CH2:3][N:27]([CH2:25][CH3:26])[CH2:28][CH2:29][OH:30])[CH2:9][CH2:10]2)=[O:23])=[CH:17][CH:16]=1, predict the reactants needed to synthesize it. The reactants are: Cl.Br[CH2:3][CH2:4][CH2:5][CH2:6][O:7][CH:8]1[CH2:13][CH2:12][NH:11][CH2:10][CH2:9]1.[Cl:14][C:15]1[CH:20]=[CH:19][C:18]([CH2:21][C:22](Cl)=[O:23])=[CH:17][CH:16]=1.[CH2:25]([NH:27][CH2:28][CH2:29][OH:30])[CH3:26]. (5) The reactants are: [C:1]([C:5]1[N:10]=[C:9]([N:11]2[CH2:16][CH2:15][N:14]([CH2:17][CH2:18][CH2:19][CH2:20][NH2:21])[CH2:13][CH2:12]2)[CH:8]=[C:7]([C:22]([F:25])([F:24])[F:23])[N:6]=1)([CH3:4])([CH3:3])[CH3:2].C1N=CN([C:31]([N:33]2[CH:37]=N[CH:35]=[CH:34]2)=[O:32])C=1.C1[C:47]2[C:42](=[CH:43][CH:44]=[CH:45][CH:46]=2)CCN1. Given the product [C:1]([C:5]1[N:10]=[C:9]([N:11]2[CH2:16][CH2:15][N:14]([CH2:17][CH2:18][CH2:19][CH2:20][NH:21][C:31]([N:33]3[CH2:34][CH2:35][C:47]4[C:42](=[CH:43][CH:44]=[CH:45][CH:46]=4)[CH2:37]3)=[O:32])[CH2:13][CH2:12]2)[CH:8]=[C:7]([C:22]([F:24])([F:25])[F:23])[N:6]=1)([CH3:4])([CH3:2])[CH3:3], predict the reactants needed to synthesize it.